The task is: Predict the product of the given reaction.. This data is from Forward reaction prediction with 1.9M reactions from USPTO patents (1976-2016). (1) Given the reactants [F:1][C:2]1[C:10]2[O:9][C:8]([C:11](OCC)=[O:12])=[CH:7][C:6]=2[CH:5]=[CH:4][CH:3]=1.[H-].[Al+3].[Li+].[H-].[H-].[H-].O.O.O.O.O.O.O.O.O.O.S([O-])([O-])(=O)=O.[Na+].[Na+], predict the reaction product. The product is: [F:1][C:2]1[C:10]2[O:9][C:8]([CH2:11][OH:12])=[CH:7][C:6]=2[CH:5]=[CH:4][CH:3]=1. (2) Given the reactants [CH3:1][C:2]1[CH:7]=[C:6]([N:8]2[CH2:19][CH2:18][C:11]3([NH:15][C:14](=[O:16])[NH:13][C:12]3=[O:17])[CH2:10][CH2:9]2)[CH:5]=[CH:4][N:3]=1.[Cl:20][C:21]1[CH:22]=[C:23]2[C:28](=[CH:29][CH:30]=1)[CH:27]=[C:26]([S:31]([CH2:34][CH2:35]CO)(=[O:33])=[O:32])[CH:25]=[CH:24]2.[C:38]1(P(C2C=CC=CC=2)C2C=CC=CC=2)C=CC=CC=1.N(C(OCC)=O)=NC(OCC)=O, predict the reaction product. The product is: [Cl:20][C:21]1[CH:22]=[C:23]2[C:28](=[CH:29][CH:30]=1)[CH:27]=[C:26]([S:31]([CH:34]([CH3:35])[CH2:38][N:13]1[C:12](=[O:17])[C:11]3([CH2:10][CH2:9][N:8]([C:6]4[CH:5]=[CH:4][N:3]=[C:2]([CH3:1])[CH:7]=4)[CH2:19][CH2:18]3)[NH:15][C:14]1=[O:16])(=[O:32])=[O:33])[CH:25]=[CH:24]2. (3) Given the reactants [NH2:1][C:2]1[CH:3]=[C:4]([CH:21]=[CH:22][CH:23]=1)[C:5]([NH:7][CH2:8][CH:9]([OH:20])[CH2:10][N:11]1[CH2:19][C:18]2[C:13](=[CH:14][CH:15]=[CH:16][CH:17]=2)[CH2:12]1)=[O:6].[O:24]1[CH2:29][CH2:28][C:27](=O)[CH2:26][CH2:25]1.CC(O)=O.[BH3-]C#N.[Na+], predict the reaction product. The product is: [OH:20][CH:9]([CH2:10][N:11]1[CH2:12][C:13]2[C:18](=[CH:17][CH:16]=[CH:15][CH:14]=2)[CH2:19]1)[CH2:8][NH:7][C:5](=[O:6])[C:4]1[CH:21]=[CH:22][CH:23]=[C:2]([NH:1][CH:27]2[CH2:28][CH2:29][O:24][CH2:25][CH2:26]2)[CH:3]=1. (4) Given the reactants Cl.[NH2:2][CH2:3][C:4]1[CH:13]=[CH:12][CH:11]=[C:10]2[C:5]=1[C:6](=[O:23])[N:7]([CH:15]1[CH2:20][CH2:19][C:18](=[O:21])[NH:17][C:16]1=[O:22])[C:8]([CH3:14])=[N:9]2.C(N(CC)CC)C.[Cl:31][C:32]1[CH:33]=[C:34]([N:39]=[C:40]=[O:41])[CH:35]=[CH:36][C:37]=1[CH3:38], predict the reaction product. The product is: [Cl:31][C:32]1[CH:33]=[C:34]([NH:39][C:40]([NH:2][CH2:3][C:4]2[CH:13]=[CH:12][CH:11]=[C:10]3[C:5]=2[C:6](=[O:23])[N:7]([CH:15]2[CH2:20][CH2:19][C:18](=[O:21])[NH:17][C:16]2=[O:22])[C:8]([CH3:14])=[N:9]3)=[O:41])[CH:35]=[CH:36][C:37]=1[CH3:38]. (5) Given the reactants [CH3:1][C:2]([C:4]1[CH:5]=[CH:6][CH:7]=[C:8]([OH:10])[CH:9]=1)=O.[N:11]1[NH:12][C:13](=[O:17])[CH:14]=CC=1, predict the reaction product. The product is: [OH:10][C:8]1[CH:9]=[C:4]([C:2]2[CH:1]=[CH:14][C:13](=[O:17])[NH:12][N:11]=2)[CH:5]=[CH:6][CH:7]=1. (6) Given the reactants [F:1][C:2]1[CH:7]=[CH:6][C:5]([CH:8]2[C:13]([C:14]([OH:16])=O)=[CH:12][N:11]([CH2:17][CH2:18][OH:19])[C:10](=[O:20])[NH:9]2)=[CH:4][CH:3]=1.[CH3:21][O:22][C:23]1[C:28]([O:29][CH3:30])=[CH:27][C:26]([NH2:31])=[C:25]([CH3:32])[CH:24]=1.F[P-](F)(F)(F)(F)F.N1(O[P+](N2CCCC2)(N2CCCC2)N2CCCC2)C2C=CC=CC=2N=N1.C(N(C(C)C)CC)(C)C, predict the reaction product. The product is: [CH3:21][O:22][C:23]1[C:28]([O:29][CH3:30])=[CH:27][C:26]([NH:31][C:14]([C:13]2[CH:8]([C:5]3[CH:4]=[CH:3][C:2]([F:1])=[CH:7][CH:6]=3)[NH:9][C:10](=[O:20])[N:11]([CH2:17][CH2:18][OH:19])[CH:12]=2)=[O:16])=[C:25]([CH3:32])[CH:24]=1.